From a dataset of Peptide-MHC class I binding affinity with 185,985 pairs from IEDB/IMGT. Regression. Given a peptide amino acid sequence and an MHC pseudo amino acid sequence, predict their binding affinity value. This is MHC class I binding data. (1) The peptide sequence is LIGARRTSF. The MHC is HLA-A32:01 with pseudo-sequence HLA-A32:01. The binding affinity (normalized) is 0.199. (2) The peptide sequence is ILRSIEGEL. The MHC is HLA-B15:01 with pseudo-sequence HLA-B15:01. The binding affinity (normalized) is 0.0212. (3) The peptide sequence is NHIPVELSL. The MHC is Mamu-A07 with pseudo-sequence Mamu-A07. The binding affinity (normalized) is 0.733. (4) The peptide sequence is ISPRTLNAW. The MHC is HLA-B51:01 with pseudo-sequence HLA-B51:01. The binding affinity (normalized) is 0.00230. (5) The peptide sequence is HSDTHGLYW. The MHC is HLA-B27:05 with pseudo-sequence HLA-B27:05. The binding affinity (normalized) is 0.0847.